This data is from Peptide-MHC class II binding affinity with 134,281 pairs from IEDB. The task is: Regression. Given a peptide amino acid sequence and an MHC pseudo amino acid sequence, predict their binding affinity value. This is MHC class II binding data. The peptide sequence is KISVQYNLSHSYAVD. The MHC is DRB1_1302 with pseudo-sequence DRB1_1302. The binding affinity (normalized) is 0.142.